Task: Regression/Classification. Given a drug SMILES string, predict its absorption, distribution, metabolism, or excretion properties. Task type varies by dataset: regression for continuous measurements (e.g., permeability, clearance, half-life) or binary classification for categorical outcomes (e.g., BBB penetration, CYP inhibition). Dataset: cyp2c19_veith.. Dataset: CYP2C19 inhibition data for predicting drug metabolism from PubChem BioAssay (1) The drug is c1ccc2c(N3CCOCC3)nc(-c3ccoc3)nc2c1. The result is 0 (non-inhibitor). (2) The drug is CCOC(=O)c1sc2nc3c(cc2c1N)COC(C)(CC)C3. The result is 1 (inhibitor). (3) The drug is O=C(O)CCCc1ccc2ccccc2c1. The result is 0 (non-inhibitor).